From a dataset of Full USPTO retrosynthesis dataset with 1.9M reactions from patents (1976-2016). Predict the reactants needed to synthesize the given product. (1) Given the product [Cl:17][C:18]1[C:19]([O:46][CH2:45][CH2:35][CH2:36][CH:37]2[CH2:43][CH2:41][CH2:40][CH2:39][CH2:38]2)=[CH:20][C:21]([F:33])=[C:22]([CH:32]=1)[C:23]([NH:25][S:26](=[O:31])(=[O:30])[N:27]([CH3:29])[CH3:28])=[O:24], predict the reactants needed to synthesize it. The reactants are: ClC1C(F)=CC(F)=C(C=1)C(NS(C)(=O)=O)=O.[Cl:17][C:18]1[C:19](F)=[CH:20][C:21]([F:33])=[C:22]([CH:32]=1)[C:23]([NH:25][S:26](=[O:31])(=[O:30])[N:27]([CH3:29])[CH3:28])=[O:24].[C:35]12([CH2:45][OH:46])C[CH:39]3[CH2:40][CH:41]([CH2:43][CH:37]([CH2:38]3)[CH2:36]1)C2.C1(CCCO)CCCCC1. (2) Given the product [CH3:28][O:29][C:30]1[CH:35]=[CH:34][C:33](/[C:8](/[Si:9]([CH3:10])([CH3:12])[CH3:11])=[CH:7]/[C:5]2[S:6][C:2]([CH3:1])=[CH:3][CH:4]=2)=[CH:32][CH:31]=1, predict the reactants needed to synthesize it. The reactants are: [CH3:1][C:2]1[S:6][C:5]([C:7]#[C:8][Si:9]([CH3:12])([CH3:11])[CH3:10])=[CH:4][CH:3]=1.CCCCCC.C([Al]CC(C)C)C(C)C.[CH3:28][O:29][C:30]1[CH:35]=[CH:34][C:33](I)=[CH:32][CH:31]=1. (3) Given the product [CH3:11][O:10][C:7]1[C:6]2[O:12][CH2:16][CH2:17][CH2:18][O:13][C:5]=2[C:4]([C:3]([O:2][CH3:1])=[O:14])=[CH:9][CH:8]=1, predict the reactants needed to synthesize it. The reactants are: [CH3:1][O:2][C:3](=[O:14])[C:4]1[CH:9]=[CH:8][C:7]([O:10][CH3:11])=[C:6]([OH:12])[C:5]=1[OH:13].Br[CH2:16][CH2:17][CH2:18]Br.C([O-])([O-])=O.[K+].[K+]. (4) Given the product [F:1][C:2]1[CH:3]=[C:4]([CH:10]=[O:11])[C:5]([O:8][CH3:9])=[N:6][CH:7]=1, predict the reactants needed to synthesize it. The reactants are: [F:1][C:2]1[CH:3]=[C:4]([CH2:10][OH:11])[C:5]([O:8][CH3:9])=[N:6][CH:7]=1. (5) Given the product [F:34][C:31]1[CH:32]=[CH:33][C:28]([N:8]2[C:9]3[C:10](=[N:11][CH:12]=[C:13]([CH2:15][C:16]4[CH:17]=[CH:18][C:19]([F:22])=[CH:20][CH:21]=4)[CH:14]=3)[C:23]([OH:25])=[C:5]([C:4]([O:3][CH2:1][CH3:2])=[O:35])[C:6]2=[O:7])=[CH:29][CH:30]=1, predict the reactants needed to synthesize it. The reactants are: [CH2:1]([O:3][C:4](=[O:35])[CH2:5][C:6]([N:8]([C:28]1[CH:33]=[CH:32][C:31]([F:34])=[CH:30][CH:29]=1)[C:9]1[C:10]([C:23]([O:25]CC)=O)=[N:11][CH:12]=[C:13]([CH2:15][C:16]2[CH:21]=[CH:20][C:19]([F:22])=[CH:18][CH:17]=2)[CH:14]=1)=[O:7])[CH3:2].[O-]CC.[Na+]. (6) Given the product [N:22]1([CH2:29][CH2:30][O:31][C:32]2[CH:40]=[CH:39][C:35]([CH2:36][CH2:54][CH2:55][NH:56][C:57]3[CH:62]=[CH:61][CH:60]=[CH:59][C:58]=3[CH:63]3[CH2:67][CH2:66][N:65]([C:68]4[CH:73]=[CH:72][CH:71]=[C:70]([O:74][CH3:75])[CH:69]=4)[CH2:64]3)=[CH:34][CH:33]=2)[CH2:28][CH2:27][CH2:26][CH2:25][CH2:24][CH2:23]1, predict the reactants needed to synthesize it. The reactants are: COC1C=C(N2CCC(C3C=CC=CC=3N)C2)C=CC=1.Cl.[N:22]1([CH2:29][CH2:30][O:31][C:32]2[CH:40]=[CH:39][C:35]([C:36](O)=O)=[CH:34][CH:33]=2)[CH2:28][CH2:27][CH2:26][CH2:25][CH2:24][CH2:23]1.N1(CCOC2C=C[C:54]([CH2:55][NH:56][C:57]3[CH:62]=[CH:61][CH:60]=[CH:59][C:58]=3[CH:63]3[CH2:67][CH2:66][N:65]([C:68]4[CH:73]=[CH:72][CH:71]=[C:70]([O:74][CH3:75])[CH:69]=4)[CH2:64]3)=CC=2)CCCCCC1. (7) Given the product [CH3:63][N:62]([CH3:64])[CH2:61][CH2:60][CH2:59][NH:58][C:32](=[O:34])[C:31]1[CH:35]=[CH:36][C:28]([NH:27][C:25](=[O:26])[NH:24][C:21]2[CH:20]=[CH:19][C:18]([C:9]3[N:10]=[C:11]([N:12]4[CH2:17][CH2:16][O:15][CH2:14][CH2:13]4)[C:6]4[N:5]=[N:4][N:3]([CH2:1][CH3:2])[C:7]=4[N:8]=3)=[CH:23][CH:22]=2)=[CH:29][CH:30]=1, predict the reactants needed to synthesize it. The reactants are: [CH2:1]([N:3]1[C:7]2[N:8]=[C:9]([C:18]3[CH:23]=[CH:22][C:21]([NH:24][C:25]([NH:27][C:28]4[CH:36]=[CH:35][C:31]([C:32]([OH:34])=O)=[CH:30][CH:29]=4)=[O:26])=[CH:20][CH:19]=3)[N:10]=[C:11]([N:12]3[CH2:17][CH2:16][O:15][CH2:14][CH2:13]3)[C:6]=2[N:5]=[N:4]1)[CH3:2].CCN(CC)CC.C1C=CC2N(O)N=NC=2C=1.CCN=C=[N:58][CH2:59][CH2:60][CH2:61][N:62]([CH3:64])[CH3:63]. (8) Given the product [F:34][C:33]([F:36])([F:35])[C:29]([OH:38])=[O:37].[NH2:1][C:4]1[CH:9]=[CH:8][C:7](/[CH:10]=[CH:11]\[C:12]2[N:17]=[C:16]([NH2:18])[N:15]=[C:14]([NH:19][C:20]3[CH:21]=[CH:22][C:23]([O:26][C:27]4[CH:32]=[CH:31][N:30]=[C:29]([C:33]([F:35])([F:36])[F:34])[CH:28]=4)=[CH:24][CH:25]=3)[CH:13]=2)=[CH:6][CH:5]=1, predict the reactants needed to synthesize it. The reactants are: [N+:1]([C:4]1[CH:9]=[CH:8][C:7](/[CH:10]=[CH:11]/[C:12]2[N:17]=[C:16]([NH2:18])[N:15]=[C:14]([NH:19][C:20]3[CH:25]=[CH:24][C:23]([O:26][C:27]4[CH:32]=[CH:31][N:30]=[C:29]([C:33]([F:36])([F:35])[F:34])[CH:28]=4)=[CH:22][CH:21]=3)[CH:13]=2)=[CH:6][CH:5]=1)([O-])=O.[OH2:37].[OH2:38].Cl[Sn]Cl. (9) Given the product [CH3:15][O:16][C:17]1[CH:18]=[C:19]([CH:23]=[CH:24][CH:25]=1)[C:20]([NH:1][CH:2]1[CH2:3][CH2:4][NH:5][CH2:6][CH2:7]1)=[O:21], predict the reactants needed to synthesize it. The reactants are: [NH2:1][CH:2]1[CH2:7][CH2:6][N:5](C(OC(C)(C)C)=O)[CH2:4][CH2:3]1.[CH3:15][O:16][C:17]1[CH:18]=[C:19]([CH:23]=[CH:24][CH:25]=1)[C:20](Cl)=[O:21].Cl.[OH-].[Na+]. (10) Given the product [F:1][C:2]1[CH:7]=[CH:6][C:5]([NH:8][C:9](=[O:10])[O:11][CH:12]2[CH2:17][CH2:16][CH2:15][N:14]([CH3:18])[CH2:13]2)=[CH:4][CH:3]=1, predict the reactants needed to synthesize it. The reactants are: [F:1][C:2]1[CH:7]=[CH:6][C:5]([N:8]=[C:9]=[O:10])=[CH:4][CH:3]=1.[OH:11][CH:12]1[CH2:17][CH2:16][CH2:15][N:14]([CH3:18])[CH2:13]1.